The task is: Predict the reaction yield, written as a fraction of the theoretical maximum amount of product (1.0 means a 100% yield; for example, 0.34 means a 34% yield).. This data is from Reaction yield outcomes from USPTO patents with 853,638 reactions. (1) The reactants are [F:1][C:2]1[CH:8]=[C:7]([O:9][C:10]2[C:19]3[C:14](=[CH:15][C:16]([O:22][CH2:23][CH2:24][N:25]4[C:30]([CH3:32])([CH3:31])[CH2:29][CH2:28][CH2:27][C:26]4([CH3:34])[CH3:33])=[C:17]([O:20][CH3:21])[CH:18]=3)[N:13]=[CH:12][CH:11]=2)[CH:6]=[CH:5][C:3]=1[NH2:4].ClC(Cl)(O[C:39](=[O:45])OC(Cl)(Cl)Cl)Cl.Cl.ClCC[N:51]1[CH2:56][CH2:55]OCC1.C(=O)([O-])O.[Na+]. The catalyst is C(Cl)(Cl)Cl.C(N(CC)CC)C. The product is [CH3:18][C:19]([CH3:14])([CH3:10])[CH2:55][CH2:56][NH:51][C:39]([NH:4][C:3]1[CH:5]=[CH:6][C:7]([O:9][C:10]2[C:19]3[C:14](=[CH:15][C:16]([O:22][CH2:23][CH2:24][N:25]4[C:26]([CH3:34])([CH3:33])[CH2:27][CH2:28][CH2:29][C:30]4([CH3:32])[CH3:31])=[C:17]([O:20][CH3:21])[CH:18]=3)[N:13]=[CH:12][CH:11]=2)=[CH:8][C:2]=1[F:1])=[O:45]. The yield is 0.900. (2) The reactants are [CH3:1][C:2]1[N:7]=[C:6]2[S:8][C:9]3[CH2:14][CH2:13][CH2:12][CH2:11][C:10]=3[C:5]2=[C:4]([C:15]2[CH:20]=[CH:19][C:18]([Cl:21])=[C:17]([Cl:22])[CH:16]=2)[C:3]=1[CH:23]([CH2:28][CH2:29][CH3:30])[C:24]([O:26]C)=[O:25].[OH-].[Na+]. The catalyst is CO. The product is [CH3:1][C:2]1[N:7]=[C:6]2[S:8][C:9]3[CH2:14][CH2:13][CH2:12][CH2:11][C:10]=3[C:5]2=[C:4]([C:15]2[CH:20]=[CH:19][C:18]([Cl:21])=[C:17]([Cl:22])[CH:16]=2)[C:3]=1[CH:23]([CH2:28][CH2:29][CH3:30])[C:24]([OH:26])=[O:25]. The yield is 0.730.